From a dataset of Catalyst prediction with 721,799 reactions and 888 catalyst types from USPTO. Predict which catalyst facilitates the given reaction. (1) Reactant: [CH3:1][C:2]([C:6]1[CH:11]=[CH:10][CH:9]=[C:8]([C:12]#[C:13][Si](C)(C)C)[CH:7]=1)([CH3:5])[C:3]#[N:4].[OH2:18].[C:19]1(P(C2C=CC=CC=2)C2C=CC=CC=2)C=CC=CC=1. Product: [CH3:1][C:2]([C:6]1[CH:7]=[C:8]2[C:9](=[CH:10][CH:11]=1)[C:19](=[O:18])[CH2:13][CH2:12]2)([CH3:5])[C:3]#[N:4]. The catalyst class is: 1. (2) Reactant: C(N(CC)CC)C.Cl.[F:9][C:10]1[CH:15]=[CH:14][C:13]([NH:16][NH2:17])=[CH:12][CH:11]=1.Cl[CH2:19][C:20]1[N:21]=[C:22]2[N:27]=[CH:26][CH:25]=[CH:24][N:23]2[CH:28]=1. Product: [F:9][C:10]1[CH:15]=[CH:14][C:13]([N:16]([CH2:19][C:20]2[N:21]=[C:22]3[N:27]=[CH:26][CH:25]=[CH:24][N:23]3[CH:28]=2)[NH2:17])=[CH:12][CH:11]=1. The catalyst class is: 8. (3) Reactant: [Cl:1][C:2]1[N:7]=[C:6]([NH:8]C(=O)C(C)(C)C)[C:5]([I:15])=[CH:4][CH:3]=1. Product: [Cl:1][C:2]1[N:7]=[C:6]([NH2:8])[C:5]([I:15])=[CH:4][CH:3]=1. The catalyst class is: 209. (4) Reactant: [OH:1][C:2]1[CH:9]=[CH:8][C:5]([CH:6]=[O:7])=[CH:4][C:3]=1[CH3:10].CCN(CC)CC.[CH3:18][O:19][CH2:20]Cl. Product: [CH3:18][O:19][CH2:20][O:1][C:2]1[CH:9]=[CH:8][C:5]([CH:6]=[O:7])=[CH:4][C:3]=1[CH3:10]. The catalyst class is: 91.